From a dataset of Peptide-MHC class I binding affinity with 185,985 pairs from IEDB/IMGT. Regression. Given a peptide amino acid sequence and an MHC pseudo amino acid sequence, predict their binding affinity value. This is MHC class I binding data. (1) The peptide sequence is TEVMTAVGL. The MHC is HLA-B18:01 with pseudo-sequence HLA-B18:01. The binding affinity (normalized) is 0.797. (2) The peptide sequence is ELQSVLVTTY. The MHC is HLA-A03:01 with pseudo-sequence HLA-A03:01. The binding affinity (normalized) is 0.298.